Dataset: Forward reaction prediction with 1.9M reactions from USPTO patents (1976-2016). Task: Predict the product of the given reaction. (1) Given the reactants Cl.[NH2:2][C:3]1[N:8]=[CH:7][C:6]([C:9]2[N:10]=[C:11]([N:25]3[CH2:30][CH2:29][O:28][CH2:27][CH2:26]3)[C:12]3[S:17][C:16]([C:18]4([OH:24])[CH2:23][CH2:22][NH:21][CH2:20][CH2:19]4)=[CH:15][C:13]=3[N:14]=2)=[CH:5][N:4]=1.[CH3:31][S:32]([CH2:35][C:36](O)=[O:37])(=[O:34])=[O:33], predict the reaction product. The product is: [NH2:2][C:3]1[N:8]=[CH:7][C:6]([C:9]2[N:10]=[C:11]([N:25]3[CH2:30][CH2:29][O:28][CH2:27][CH2:26]3)[C:12]3[S:17][C:16]([C:18]4([OH:24])[CH2:23][CH2:22][N:21]([C:36](=[O:37])[CH2:35][S:32]([CH3:31])(=[O:34])=[O:33])[CH2:20][CH2:19]4)=[CH:15][C:13]=3[N:14]=2)=[CH:5][N:4]=1. (2) Given the reactants CC(C)([O-])C.[K+].[NH:7]1[C:15]2[C:10](=[CH:11][CH:12]=[CH:13][CH:14]=2)[CH:9]=[CH:8]1.Br[CH2:17][C:18]([NH:20][C:21]1[CH:26]=[CH:25][CH:24]=[C:23]([C:27]([F:30])([F:29])[F:28])[CH:22]=1)=[O:19], predict the reaction product. The product is: [N:7]1([CH2:17][C:18]([NH:20][C:21]2[CH:26]=[CH:25][CH:24]=[C:23]([C:27]([F:28])([F:29])[F:30])[CH:22]=2)=[O:19])[C:15]2[C:10](=[CH:11][CH:12]=[CH:13][CH:14]=2)[CH:9]=[CH:8]1. (3) The product is: [O:34]=[C:20]1[CH:19]=[C:18]([CH2:17][NH:16][C:13](=[O:15])[C:10]2[CH:9]=[CH:8][C:7]([C:2]3[CH:3]=[N:4][CH:5]=[CH:6][N:1]=3)=[CH:12][N:11]=2)[CH:23]=[CH:22][N:21]1[C:24]1[CH:29]=[CH:28][N:27]=[C:26]([C:30]([F:33])([F:31])[F:32])[CH:25]=1. Given the reactants [N:1]1[CH:6]=[CH:5][N:4]=[CH:3][C:2]=1[C:7]1[CH:8]=[CH:9][C:10]([C:13]([OH:15])=O)=[N:11][CH:12]=1.[NH2:16][CH2:17][C:18]1[CH:23]=[CH:22][N:21]([C:24]2[CH:29]=[CH:28][N:27]=[C:26]([C:30]([F:33])([F:32])[F:31])[CH:25]=2)[C:20](=[O:34])[CH:19]=1.F[P-](F)(F)(F)(F)F.N1(OC(N(C)C)=[N+](C)C)C2N=CC=CC=2N=N1.CCN(C(C)C)C(C)C, predict the reaction product. (4) Given the reactants [CH2:1]([CH2:3][NH2:4])[OH:2].[CH:5]1([NH:8][C:9](=[O:39])[C:10]2[CH:15]=[CH:14][C:13]([CH3:16])=[C:12]([N:17]3[CH:22]=[CH:21][N:20]=[C:19]([NH:23][C:24]4([C:27]5[CH:32]=[CH:31][CH:30]=[CH:29][C:28]=5[O:33][CH2:34][C@H:35]5[CH2:37][O:36]5)[CH2:26][CH2:25]4)[C:18]3=[O:38])[CH:11]=2)[CH2:7][CH2:6]1, predict the reaction product. The product is: [CH:5]1([NH:8][C:9](=[O:39])[C:10]2[CH:15]=[CH:14][C:13]([CH3:16])=[C:12]([N:17]3[CH:22]=[CH:21][N:20]=[C:19]([NH:23][C:24]4([C:27]5[CH:32]=[CH:31][CH:30]=[CH:29][C:28]=5[O:33][CH2:34][C@H:35]([OH:36])[CH2:37][NH:4][CH2:3][CH2:1][OH:2])[CH2:25][CH2:26]4)[C:18]3=[O:38])[CH:11]=2)[CH2:6][CH2:7]1. (5) Given the reactants [CH3:1][O:2][CH2:3][CH2:4][N:5]([CH2:7][C:8]1[CH:52]=[CH:51][C:11]([C:12]([NH:14][C:15]2[S:16][C:17]3[C:23]([C:24]4[N:25]=[C:26]([NH:29]C(C5C=CC=CC=5)(C5C=CC=CC=5)C5C=CC=CC=5)[S:27][CH:28]=4)=[CH:22][CH:21]=[C:20]([O:49][CH3:50])[C:18]=3[N:19]=2)=[O:13])=[CH:10][CH:9]=1)[CH3:6].Cl, predict the reaction product. The product is: [NH2:29][C:26]1[S:27][CH:28]=[C:24]([C:23]2[C:17]3[S:16][C:15]([NH:14][C:12](=[O:13])[C:11]4[CH:10]=[CH:9][C:8]([CH2:7][N:5]([CH2:4][CH2:3][O:2][CH3:1])[CH3:6])=[CH:52][CH:51]=4)=[N:19][C:18]=3[C:20]([O:49][CH3:50])=[CH:21][CH:22]=2)[N:25]=1.